From a dataset of Full USPTO retrosynthesis dataset with 1.9M reactions from patents (1976-2016). Predict the reactants needed to synthesize the given product. (1) Given the product [OH:1][C:2]1[CH:7]=[CH:6][C:5]([CH2:8][C:9]([O:11][CH3:19])=[O:10])=[CH:4][C:3]=1[N+:12]([O-:14])=[O:13], predict the reactants needed to synthesize it. The reactants are: [OH:1][C:2]1[CH:7]=[CH:6][C:5]([CH2:8][C:9]([OH:11])=[O:10])=[CH:4][C:3]=1[N+:12]([O-:14])=[O:13].S(Cl)(Cl)=O.[CH3:19]O. (2) The reactants are: Br[C:2]1[CH:3]=[C:4]([C:9]([OH:11])=O)[CH:5]=[N:6][C:7]=1Cl.[N:12]1[CH:17]=[CH:16][CH:15]=[C:14]([CH2:18][OH:19])[CH:13]=1.[F:20][C:21]1[CH:26]=[CH:25][C:24](B(O)O)=[CH:23][CH:22]=1.[NH2:30][C@@H:31]1[CH2:36][CH2:35][CH2:34][CH2:33][C@H:32]1[OH:37]. Given the product [F:20][C:21]1[CH:26]=[CH:25][C:24]([C:16]2[C:17]([O:11][CH2:9][C:4]3[CH:5]=[N:6][CH:7]=[CH:2][CH:3]=3)=[N:12][CH:13]=[C:14]([CH:15]=2)[C:18]([NH:30][C@@H:31]2[CH2:36][CH2:35][CH2:34][CH2:33][C@H:32]2[OH:37])=[O:19])=[CH:23][CH:22]=1, predict the reactants needed to synthesize it. (3) Given the product [Cl:7][C:8]1[CH:14]=[C:13]([O:15][CH3:16])[C:12]([S:17][C:26]([C:21]2[CH:22]=[CH:23][CH:24]=[CH:25][C:20]=2[O:19][CH3:18])([CH3:28])[CH3:27])=[CH:11][C:9]=1[NH2:10], predict the reactants needed to synthesize it. The reactants are: S(=O)(=O)(O)O.O.[Cl:7][C:8]1[CH:14]=[C:13]([O:15][CH3:16])[C:12]([SH:17])=[CH:11][C:9]=1[NH2:10].[CH3:18][O:19][C:20]1[CH:25]=[CH:24][CH:23]=[CH:22][C:21]=1[C:26](O)([CH3:28])[CH3:27].